Task: Predict the reactants needed to synthesize the given product.. Dataset: Full USPTO retrosynthesis dataset with 1.9M reactions from patents (1976-2016) (1) Given the product [N:19]12[CH2:24][CH2:23][CH:22]([CH2:21][CH2:20]1)[C@@H:1]([O:2][C:3](=[O:18])[C:4]([C:12]1[CH:13]=[CH:14][CH:15]=[CH:16][CH:17]=1)([N:6]1[CH2:7][CH2:8][CH2:9][CH2:10][CH2:11]1)[CH3:5])[CH2:26]2, predict the reactants needed to synthesize it. The reactants are: [CH3:1][O:2][C:3](=[O:18])[C:4]([C:12]1[CH:17]=[CH:16][CH:15]=[CH:14][CH:13]=1)([N:6]1[CH2:11][CH2:10][CH2:9][CH2:8][CH2:7]1)[CH3:5].[N:19]12[CH2:26]C[CH:22]([CH2:23][CH2:24]1)[C@@H:21](O)[CH2:20]2.[H-].[Na+]. (2) Given the product [Cl:27][C:25]1[CH:26]=[C:21]([C:5]2[N:6]([CH2:12][C:13]3[CH:18]=[C:17]([Cl:19])[CH:16]=[CH:15][C:14]=3[Cl:20])[C:7]([C:8]([O:10][CH3:11])=[O:9])=[C:3]([CH2:2][N:36]([CH2:37][CH3:38])[CH2:34][CH3:35])[N:4]=2)[CH:22]=[N:23][CH:24]=1, predict the reactants needed to synthesize it. The reactants are: Br[CH2:2][C:3]1[N:4]=[C:5]([C:21]2[CH:22]=[N:23][CH:24]=[C:25]([Cl:27])[CH:26]=2)[N:6]([CH2:12][C:13]2[CH:18]=[C:17]([Cl:19])[CH:16]=[CH:15][C:14]=2[Cl:20])[C:7]=1[C:8]([O:10][CH3:11])=[O:9].C(=O)([O-])[O-].[K+].[K+].[CH2:34]([NH:36][CH2:37][CH3:38])[CH3:35].O.